Dataset: Reaction yield outcomes from USPTO patents with 853,638 reactions. Task: Predict the reaction yield, written as a fraction of the theoretical maximum amount of product (1.0 means a 100% yield; for example, 0.34 means a 34% yield). (1) The reactants are [C:1]([C:3]1[CH:8]=[CH:7][C:6]([CH:9]([CH3:31])[C:10]([NH:12][CH2:13][C:14]2[C:15]([N:24]3[CH2:29][CH2:28][CH:27]([CH3:30])[CH2:26][CH2:25]3)=[N:16][C:17]([C:20]([F:23])([F:22])[F:21])=[CH:18][CH:19]=2)=[O:11])=[CH:5][C:4]=1[O:32][CH3:33])#[N:2].[C:34](O[C:34]([O:36][C:37]([CH3:40])([CH3:39])[CH3:38])=[O:35])([O:36][C:37]([CH3:40])([CH3:39])[CH3:38])=[O:35].[BH4-].[Na+].NCCNCCN. The catalyst is CO.[NiH6-5]Cl. The product is [CH3:33][O:32][C:4]1[CH:5]=[C:6]([CH:9]([CH3:31])[C:10]([NH:12][CH2:13][C:14]2[C:15]([N:24]3[CH2:29][CH2:28][CH:27]([CH3:30])[CH2:26][CH2:25]3)=[N:16][C:17]([C:20]([F:23])([F:21])[F:22])=[CH:18][CH:19]=2)=[O:11])[CH:7]=[CH:8][C:3]=1[CH2:1][NH:2][C:34](=[O:35])[O:36][C:37]([CH3:40])([CH3:39])[CH3:38]. The yield is 0.580. (2) The reactants are Cl[CH2:2][CH2:3][N:4]1[CH2:8][CH2:7][CH2:6][CH2:5]1.[OH:9][C:10]1[CH:17]=[CH:16][C:13]([CH:14]=[O:15])=[CH:12][CH:11]=1.C(=O)([O-])[O-].[K+].[K+]. The catalyst is CN(C=O)C.O. The product is [N:4]1([CH2:3][CH2:2][O:9][C:10]2[CH:17]=[CH:16][C:13]([CH:14]=[O:15])=[CH:12][CH:11]=2)[CH2:8][CH2:7][CH2:6][CH2:5]1. The yield is 0.530. (3) The reactants are FC(F)(F)C(O)=O.[NH2:8][C@H:9]([CH3:18])[C:10]([N:12]1[CH2:16][CH2:15][C@H:14]([F:17])[CH2:13]1)=[O:11].[Cl:19][C:20]1[CH:28]=[C:27]2[C:23]([C:24]([C:30]3[N:31]=[C:32]4[C:38]([C:39](O)=[O:40])=[CH:37][N:36]([CH2:42][O:43][CH2:44][CH2:45][Si:46]([CH3:49])([CH3:48])[CH3:47])[C:33]4=[N:34][CH:35]=3)=[N:25][N:26]2[CH3:29])=[CH:22][CH:21]=1.F[B-](F)(F)F.N1(OC(N(C)C)=[N+](C)C)C2C=CC=CC=2N=N1.C(N(CC)C(C)C)(C)C. The catalyst is C(#N)C.C(OCC)(=O)C.O. The product is [F:17][C@H:14]1[CH2:15][CH2:16][N:12]([C:10](=[O:11])[C@H:9]([NH:8][C:39]([C:38]2[C:32]3[C:33](=[N:34][CH:35]=[C:30]([C:24]4[C:23]5[C:27](=[CH:28][C:20]([Cl:19])=[CH:21][CH:22]=5)[N:26]([CH3:29])[N:25]=4)[N:31]=3)[N:36]([CH2:42][O:43][CH2:44][CH2:45][Si:46]([CH3:49])([CH3:48])[CH3:47])[CH:37]=2)=[O:40])[CH3:18])[CH2:13]1. The yield is 0.700.